This data is from Reaction yield outcomes from USPTO patents with 853,638 reactions. The task is: Predict the reaction yield, written as a fraction of the theoretical maximum amount of product (1.0 means a 100% yield; for example, 0.34 means a 34% yield). (1) The reactants are O.[NH2:2][NH2:3].[CH3:4][NH:5][C:6]([C:8]1[N:9]=[N:10][C:11]([NH:27][C:28]2[CH:33]=[CH:32][CH:31]=[CH:30][N:29]=2)=[CH:12][C:13]=1[NH:14][C:15]1[C:16]([S:25][CH3:26])=[C:17]([CH:22]=[CH:23][CH:24]=1)[C:18](OC)=[O:19])=[O:7]. The product is [NH:2]([C:18]([C:17]1[C:16]([S:25][CH3:26])=[C:15]([NH:14][C:13]2[CH:12]=[C:11]([NH:27][C:28]3[CH:33]=[CH:32][CH:31]=[CH:30][N:29]=3)[N:10]=[N:9][C:8]=2[C:6]([NH:5][CH3:4])=[O:7])[CH:24]=[CH:23][CH:22]=1)=[O:19])[NH2:3]. The yield is 0.810. The catalyst is C(O)C. (2) The reactants are [CH3:1][O:2][C:3](=[O:19])[CH:4]([C:9]1[CH:14]=[CH:13][C:12]([N+:15]([O-:17])=[O:16])=[CH:11][C:10]=1[Cl:18])C(OC)=O.[Cl-].[Na+].CS(C)=O.O. The catalyst is CCOC(C)=O. The product is [CH3:1][O:2][C:3](=[O:19])[CH2:4][C:9]1[CH:14]=[CH:13][C:12]([N+:15]([O-:17])=[O:16])=[CH:11][C:10]=1[Cl:18]. The yield is 0.600. (3) The reactants are [F:1][C@H:2]1[C@@H:7]([O:8][CH3:9])[CH2:6][CH2:5][N:4]([C:10]2[N:15]=[C:14]([NH:16][C:17]3[N:22]=[CH:21][C:20]4[N:23]=[C:24]([C@H:32]([O:34]C5CCCCO5)[CH3:33])[N:25]([C@@H:26]([CH3:31])[C:27]([F:30])([F:29])[F:28])[C:19]=4[CH:18]=3)[CH:13]=[CH:12][N:11]=2)[CH2:3]1. The catalyst is Cl.CO.C(=O)(O)[O-].[Na+]. The product is [F:1][C@H:2]1[C@@H:7]([O:8][CH3:9])[CH2:6][CH2:5][N:4]([C:10]2[N:15]=[C:14]([NH:16][C:17]3[N:22]=[CH:21][C:20]4[N:23]=[C:24]([C@H:32]([OH:34])[CH3:33])[N:25]([C@@H:26]([CH3:31])[C:27]([F:30])([F:29])[F:28])[C:19]=4[CH:18]=3)[CH:13]=[CH:12][N:11]=2)[CH2:3]1. The yield is 0.320. (4) The reactants are O.NN.[CH3:4][O:5][C:6]1[N:7]=[C:8]2[C:17](=[CH:18][CH:19]=1)[N:16]=[CH:15][C:14]1[NH:13][C:12](=[O:20])[CH:11]([C@H:21]3[CH2:26][CH2:25][C@H:24]([N:27]4C(=O)C5C(=CC=CC=5)C4=O)[CH2:23][CH2:22]3)[O:10][C:9]2=1. The catalyst is ClCCl.CO. The product is [NH2:27][C@H:24]1[CH2:25][CH2:26][C@H:21]([CH:11]2[O:10][C:9]3[C:8]4[C:17](=[CH:18][CH:19]=[C:6]([O:5][CH3:4])[N:7]=4)[N:16]=[CH:15][C:14]=3[NH:13][C:12]2=[O:20])[CH2:22][CH2:23]1. The yield is 0.320. (5) The reactants are [NH2:1][CH2:2][C@@H:3]([NH:23][C:24](=[O:36])[C:25]1[CH:30]=[CH:29][C:28]([O:31][CH:32]([CH3:34])[CH3:33])=[C:27]([Cl:35])[CH:26]=1)[CH2:4][C:5]1[CH:10]=[CH:9][C:8]([C:11]2[N:12]=[C:13]3[C:18]([CH:19]([OH:21])[CH3:20])=[CH:17][CH:16]=[CH:15][N:14]3[CH:22]=2)=[CH:7][CH:6]=1.CCN=C=NCCCN(C)C.C(N(CC)C(C)C)(C)C.[CH3:57][N:58]([CH3:63])[CH2:59][C:60](O)=[O:61]. The catalyst is C(Cl)Cl.O. The product is [Cl:35][C:27]1[CH:26]=[C:25]([CH:30]=[CH:29][C:28]=1[O:31][CH:32]([CH3:33])[CH3:34])[C:24]([NH:23][C@@H:3]([CH2:4][C:5]1[CH:10]=[CH:9][C:8]([C:11]2[N:12]=[C:13]3[C:18]([CH:19]([OH:21])[CH3:20])=[CH:17][CH:16]=[CH:15][N:14]3[CH:22]=2)=[CH:7][CH:6]=1)[CH2:2][NH:1][C:60](=[O:61])[CH2:59][N:58]([CH3:63])[CH3:57])=[O:36]. The yield is 0.480.